Dataset: Forward reaction prediction with 1.9M reactions from USPTO patents (1976-2016). Task: Predict the product of the given reaction. (1) Given the reactants [Cl:1][C:2]1[CH:7]=[C:6]([NH:8][C:9]2[CH:14]=[CH:13][C:12]([F:15])=[CH:11][C:10]=2F)[CH:5]=[CH:4][C:3]=1[C:17]([C:19]1[CH:24]=[C:23]([C:25]#[C:26][Si:27]([CH3:30])([CH3:29])[CH3:28])[CH:22]=[CH:21][C:20]=1[CH3:31])=[O:18].ClC1C=C(NC2C=CC(F)=CC=2)C=CC=1C(C1C=C(I)C=CC=1C)=O.C([Si](C)(C)C)#C, predict the reaction product. The product is: [Cl:1][C:2]1[CH:7]=[C:6]([NH:8][C:9]2[CH:10]=[CH:11][C:12]([F:15])=[CH:13][CH:14]=2)[CH:5]=[CH:4][C:3]=1[C:17]([C:19]1[CH:24]=[C:23]([C:25]#[C:26][Si:27]([CH3:28])([CH3:30])[CH3:29])[CH:22]=[CH:21][C:20]=1[CH3:31])=[O:18]. (2) Given the reactants C[Sn](C)C.[N:5]1[CH:10]=[CH:9][CH:8]=[CH:7][CH:6]=1, predict the reaction product. The product is: [CH:8]1[CH:7]=[CH:6][N:5]=[C:10]([C:6]2[CH:7]=[CH:8][CH:9]=[CH:10][N:5]=2)[CH:9]=1. (3) Given the reactants [Cl:1][C:2]1[CH:3]=[C:4]([O:12][C:13]2[CH:18]=[CH:17][C:16]([CH2:19][CH2:20][O:21][C:22]3[NH:23][CH:24]=[C:25]([CH2:29][CH3:30])[C:26](=[O:28])[N:27]=3)=[CH:15][CH:14]=2)[CH:5]=[C:6]([C:8]([F:11])([F:10])[F:9])[CH:7]=1.[CH3:31]CN(C(C)C)C(C)C.CI, predict the reaction product. The product is: [Cl:1][C:2]1[CH:3]=[C:4]([O:12][C:13]2[CH:14]=[CH:15][C:16]([CH2:19][CH2:20][O:21][C:22]3[N:23]([CH3:31])[CH:24]=[C:25]([CH2:29][CH3:30])[C:26](=[O:28])[N:27]=3)=[CH:17][CH:18]=2)[CH:5]=[C:6]([C:8]([F:11])([F:9])[F:10])[CH:7]=1. (4) The product is: [OH:19][CH2:18][CH2:17][O:16][CH2:15][CH2:14][O:1][C:2]1[CH:3]=[CH:4][C:5]([C:8](=[O:12])[CH2:9][CH2:10][CH3:11])=[CH:6][CH:7]=1. Given the reactants [OH:1][C:2]1[CH:7]=[CH:6][C:5]([C:8](=[O:12])[CH2:9][CH2:10][CH3:11])=[CH:4][CH:3]=1.Cl[CH2:14][CH2:15][O:16][CH2:17][CH2:18][OH:19].C([O-])([O-])=O.[K+].[K+], predict the reaction product.